Dataset: Reaction yield outcomes from USPTO patents with 853,638 reactions. Task: Predict the reaction yield, written as a fraction of the theoretical maximum amount of product (1.0 means a 100% yield; for example, 0.34 means a 34% yield). (1) The reactants are [OH:1][C@@H:2]([C:18]1[CH:23]=[CH:22][CH:21]=[CH:20][CH:19]=1)[C@H:3]([NH:5][C:6]([C:8]12[CH2:17][CH:12]3[CH2:13][CH:14]([CH2:16][CH:10]([CH2:11]3)[CH2:9]1)[CH2:15]2)=O)[CH3:4]. The catalyst is C1COCC1.Cl. The product is [C:8]12([CH2:6][NH:5][C@H:3]([CH3:4])[C@H:2]([C:18]3[CH:19]=[CH:20][CH:21]=[CH:22][CH:23]=3)[OH:1])[CH2:15][CH:14]3[CH2:13][CH:12]([CH2:11][CH:10]([CH2:16]3)[CH2:9]1)[CH2:17]2. The yield is 0.770. (2) The reactants are Br[C:2]1[CH:3]=[C:4]([CH:25]=[CH:26][N:27]=1)[C:5]([NH:7][C:8]1[S:9][C:10]2[C:16]([CH:17]3[CH2:22][CH2:21][O:20][CH2:19][CH2:18]3)=[CH:15][CH:14]=[C:13]([O:23][CH3:24])[C:11]=2[N:12]=1)=[O:6].[NH:28]1[CH2:33][CH2:32][O:31][CH2:30][CH2:29]1.C(=O)([O-])[O-].[Cs+].[Cs+]. The catalyst is CN1CCCC1=O. The product is [CH3:24][O:23][C:13]1[C:11]2[N:12]=[C:8]([NH:7][C:5](=[O:6])[C:4]3[CH:25]=[CH:26][N:27]=[C:2]([N:28]4[CH2:33][CH2:32][O:31][CH2:30][CH2:29]4)[CH:3]=3)[S:9][C:10]=2[C:16]([CH:17]2[CH2:22][CH2:21][O:20][CH2:19][CH2:18]2)=[CH:15][CH:14]=1. The yield is 0.440. (3) The reactants are [Cl-].O[NH3+:3].[C:4](=[O:7])([O-])[OH:5].[Na+].CS(C)=O.[Si]([O:20][CH2:21][C:22]1[CH:23]=[CH:24][C:25]([CH2:28][N:29]2[C:34](=[O:35])[C:33]([CH2:36][C:37]3[CH:42]=[CH:41][C:40]([C:43]4[C:44]([C:49]#[N:50])=[CH:45][CH:46]=[CH:47][CH:48]=4)=[CH:39][CH:38]=3)=[C:32]([CH2:51][CH2:52][CH3:53])[N:31]=[C:30]2[CH3:54])=[N:26][CH:27]=1)(C(C)(C)C)(C)C. The catalyst is C(OCC)(=O)C. The product is [OH:20][CH2:21][C:22]1[CH:23]=[CH:24][C:25]([CH2:28][N:29]2[C:34](=[O:35])[C:33]([CH2:36][C:37]3[CH:42]=[CH:41][C:40]([C:43]4[CH:48]=[CH:47][CH:46]=[CH:45][C:44]=4[C:49]4[NH:3][C:4](=[O:7])[O:5][N:50]=4)=[CH:39][CH:38]=3)=[C:32]([CH2:51][CH2:52][CH3:53])[N:31]=[C:30]2[CH3:54])=[N:26][CH:27]=1. The yield is 0.560. (4) The reactants are O[CH2:2][C:3]1[CH:12]=[N:11][C:10]2[N:9]3[CH2:13][CH2:14][CH2:15][CH2:16][C@H:8]3[C:7](=[O:17])[NH:6][C:5]=2[CH:4]=1.[I-].C(C[P+](C)(C)C)#N.C(N(C(C)C)C(C)C)C.[N:35]1([C:41]2[CH:48]=[CH:47][C:44]([C:45]#[N:46])=[CH:43][CH:42]=2)[CH2:40][CH2:39][NH:38][CH2:37][CH2:36]1. The catalyst is C(#N)CC. The product is [O:17]=[C:7]1[NH:6][C:5]2[CH:4]=[C:3]([CH2:2][N:38]3[CH2:37][CH2:36][N:35]([C:41]4[CH:42]=[CH:43][C:44]([C:45]#[N:46])=[CH:47][CH:48]=4)[CH2:40][CH2:39]3)[CH:12]=[N:11][C:10]=2[N:9]2[CH2:13][CH2:14][CH2:15][CH2:16][C@@H:8]12. The yield is 0.200. (5) The reactants are [C:1]([O:5][C:6]([N:8]1[CH2:13][CH2:12][C:11]([C:20]([OH:22])=[O:21])([C:14]2[CH:19]=[CH:18][CH:17]=[CH:16][CH:15]=2)[CH2:10][CH2:9]1)=[O:7])([CH3:4])([CH3:3])[CH3:2].CO.[C:25](=O)([O-])O.[Na+]. The catalyst is O1CCCC1. The product is [C:1]([O:5][C:6]([N:8]1[CH2:9][CH2:10][C:11]([C:20]([O:22][CH3:25])=[O:21])([C:14]2[CH:19]=[CH:18][CH:17]=[CH:16][CH:15]=2)[CH2:12][CH2:13]1)=[O:7])([CH3:4])([CH3:2])[CH3:3]. The yield is 0.820. (6) The reactants are [Cl:1][C:2]1[CH:17]=[CH:16][C:5]([CH2:6][C:7]2[CH2:11][CH2:10][C:9]([CH3:13])([CH3:12])[C:8]=2[CH:14]=[O:15])=[CH:4][CH:3]=1.C[O-:19].[Na+].OO.C1(C)C=CC=CC=1. The catalyst is CO.O. The product is [Cl:1][C:2]1[CH:3]=[CH:4][C:5]([CH2:6][C:7]23[O:19][C:8]2([CH:14]=[O:15])[C:9]([CH3:13])([CH3:12])[CH2:10][CH2:11]3)=[CH:16][CH:17]=1. The yield is 0.743.